From a dataset of Forward reaction prediction with 1.9M reactions from USPTO patents (1976-2016). Predict the product of the given reaction. (1) Given the reactants [F:1][C:2]1[CH:3]=[C:4]([CH:29]=[C:30]([N:32]2[CH2:37][CH2:36][O:35][CH2:34][CH2:33]2)[CH:31]=1)[C:5]([NH:7][C:8]1[C:17]2[C:12](=[CH:13][CH:14]=[CH:15][CH:16]=2)[C:11]([O:18][C:19]2[CH:24]=[CH:23][N:22]=[C:21](S(C)(=O)=O)[N:20]=2)=[CH:10][CH:9]=1)=[O:6].[CH3:38][O:39][CH2:40][CH2:41][NH:42][CH3:43], predict the reaction product. The product is: [F:1][C:2]1[CH:3]=[C:4]([CH:29]=[C:30]([N:32]2[CH2:37][CH2:36][O:35][CH2:34][CH2:33]2)[CH:31]=1)[C:5]([NH:7][C:8]1[C:17]2[C:12](=[CH:13][CH:14]=[CH:15][CH:16]=2)[C:11]([O:18][C:19]2[CH:24]=[CH:23][N:22]=[C:21]([N:42]([CH2:41][CH2:40][O:39][CH3:38])[CH3:43])[N:20]=2)=[CH:10][CH:9]=1)=[O:6]. (2) The product is: [CH2:26]([N:7]1[CH2:6][CH2:5][O:4][C:3]2[CH:8]=[CH:9][C:10]([C:12]([O:14][CH3:15])=[O:13])=[CH:11][C:2]=2[S:1]1(=[O:17])=[O:16])[C:27]1[CH:32]=[CH:31][CH:30]=[CH:29][CH:28]=1. Given the reactants [S:1]1(=[O:17])(=[O:16])[NH:7][CH2:6][CH2:5][O:4][C:3]2[CH:8]=[CH:9][C:10]([C:12]([O:14][CH3:15])=[O:13])=[CH:11][C:2]1=2.CN(C=O)C.[H-].[Na+].Br[CH2:26][C:27]1[CH:32]=[CH:31][CH:30]=[CH:29][CH:28]=1, predict the reaction product. (3) Given the reactants [C:1]1([S:7]([C:10]2[CH:15]=[CH:14][C:13]([N+:16]([O-:18])=[O:17])=[C:12]([O:19]C)[CH:11]=2)(=[O:9])=[O:8])[CH:6]=[CH:5][CH:4]=[CH:3][CH:2]=1.B(Br)(Br)Br, predict the reaction product. The product is: [C:1]1([S:7]([C:10]2[CH:15]=[CH:14][C:13]([N+:16]([O-:18])=[O:17])=[C:12]([OH:19])[CH:11]=2)(=[O:8])=[O:9])[CH:2]=[CH:3][CH:4]=[CH:5][CH:6]=1. (4) Given the reactants [Br:1][CH2:2][C:3]1[CH:8]=[CH:7][C:6]([S:9](Cl)(=[O:11])=[O:10])=[CH:5][CH:4]=1.[NH2:13][C:14]1[C:15]([CH3:21])=[N:16][N:17]([CH3:20])[C:18]=1[CH3:19].N1C=CC=CC=1.CCOCC, predict the reaction product. The product is: [Br:1][CH2:2][C:3]1[CH:8]=[CH:7][C:6]([S:9]([NH:13][C:14]2[C:15]([CH3:21])=[N:16][N:17]([CH3:20])[C:18]=2[CH3:19])(=[O:11])=[O:10])=[CH:5][CH:4]=1. (5) Given the reactants [Cl:1][C:2]1[N:7]=[C:6]([C:8]([OH:10])=[O:9])[CH:5]=[CH:4][CH:3]=1.Cl.[CH3:12]O, predict the reaction product. The product is: [CH3:12][O:9][C:8]([C:6]1[CH:5]=[CH:4][CH:3]=[C:2]([Cl:1])[N:7]=1)=[O:10]. (6) Given the reactants [C:1]([O:5][C:6](=[O:25])[CH2:7][N:8]1[C:16]2[C:11](=[C:12]([O:17][Si](C(C)(C)C)(C)C)[CH:13]=[CH:14][CH:15]=2)[CH:10]=[CH:9]1)([CH3:4])([CH3:3])[CH3:2].O.[F-].C([N+](CCCC)(CCCC)CCCC)CCC.C(OCC)C, predict the reaction product. The product is: [C:1]([O:5][C:6](=[O:25])[CH2:7][N:8]1[C:16]2[C:11](=[C:12]([OH:17])[CH:13]=[CH:14][CH:15]=2)[CH:10]=[CH:9]1)([CH3:4])([CH3:2])[CH3:3]. (7) Given the reactants [C:1]([O:5][C:6](=[O:23])[NH:7][CH:8]([C:15]1[CH:20]=[CH:19][C:18]([CH3:21])=[C:17]([Cl:22])[CH:16]=1)[C:9](=[O:14])N(OC)C)([CH3:4])([CH3:3])[CH3:2].[I:24][C:25]1[CH:30]=[CH:29][C:28](I)=[CH:27][CH:26]=1, predict the reaction product. The product is: [C:1]([O:5][C:6](=[O:23])[NH:7][CH:8]([C:15]1[CH:20]=[CH:19][C:18]([CH3:21])=[C:17]([Cl:22])[CH:16]=1)[C:9]([C:28]1[CH:29]=[CH:30][C:25]([I:24])=[CH:26][CH:27]=1)=[O:14])([CH3:2])([CH3:3])[CH3:4]. (8) Given the reactants [CH2:1]([C:8]1[C:13]([C:14]2(O)[CH2:19][CH2:18][N:17]([CH3:20])[CH2:16][CH2:15]2)=[CH:12][CH:11]=[C:10]([N:22]2[CH2:26][C@@H:25]([O:27][CH3:28])[C@H:24]([OH:29])[CH2:23]2)[N:9]=1)[C:2]1[CH:7]=[CH:6][CH:5]=[CH:4][CH:3]=1.Cl.C(=O)([O-])O.[Na+], predict the reaction product. The product is: [CH2:1]([C:8]1[C:13]([C:14]2[CH2:19][CH2:18][N:17]([CH3:20])[CH2:16][CH:15]=2)=[CH:12][CH:11]=[C:10]([N:22]2[CH2:26][C@@H:25]([O:27][CH3:28])[C@H:24]([OH:29])[CH2:23]2)[N:9]=1)[C:2]1[CH:7]=[CH:6][CH:5]=[CH:4][CH:3]=1.